Dataset: Full USPTO retrosynthesis dataset with 1.9M reactions from patents (1976-2016). Task: Predict the reactants needed to synthesize the given product. (1) Given the product [CH3:1][C:2]1[CH:8]=[C:7]([N+:9]([O-:11])=[O:10])[CH:6]=[CH:5][C:3]=1[NH:4][C:12](=[O:19])[C:13]1[CH:18]=[CH:17][CH:16]=[CH:15][CH:14]=1, predict the reactants needed to synthesize it. The reactants are: [CH3:1][C:2]1[CH:8]=[C:7]([N+:9]([O-:11])=[O:10])[CH:6]=[CH:5][C:3]=1[NH2:4].[C:12](Cl)(=[O:19])[C:13]1[CH:18]=[CH:17][CH:16]=[CH:15][CH:14]=1. (2) Given the product [NH:5]([C:19]1[N:20]=[N:21][C:22]([C:25]2[C:26]([CH2:30][CH3:31])=[N:27][NH:28][CH:29]=2)=[CH:23][N:24]=1)[NH2:6], predict the reactants needed to synthesize it. The reactants are: CS(C1[N:5]=[N:6]C(C2C=CC=CC=2)=CN=1)=O.CS([C:19]1[N:20]=[N:21][C:22]([C:25]2[C:26]([CH2:30][CH3:31])=[N:27][NH:28][CH:29]=2)=[CH:23][N:24]=1)=O. (3) Given the product [CH3:16][C:15]1([CH3:19])[C:14]2[C:13](=[CH:24][CH:23]=[CH:22][CH:21]=2)[NH:1][C:2]1=[O:10], predict the reactants needed to synthesize it. The reactants are: [NH:1]1C2C(=CC=CC=2)C[C:2]1=[O:10].[Cl-].[Li+].[CH2:13]([Li])[CH2:14][CH2:15][CH3:16].I[CH3:19].O1[CH2:24][CH2:23][CH2:22][CH2:21]1. (4) Given the product [Br:1][C:2]1[CH:3]=[C:4]2[C:5](=[CH:16][CH:17]=1)[CH2:6][C:7]([CH3:15])([C:8]([OH:10])=[O:9])[CH2:11][C:12]2=[O:14], predict the reactants needed to synthesize it. The reactants are: [Br:1][C:2]1[CH:17]=[CH:16][C:5]([CH2:6][C:7]([CH3:15])([CH2:11][C:12]([OH:14])=O)[C:8]([OH:10])=[O:9])=[CH:4][CH:3]=1. (5) Given the product [CH3:1][O:2][C:3]1[CH:4]=[C:5]2[C:10](=[CH:11][C:12]=1[O:13][CH3:14])[CH2:9][N:8]([CH2:15][CH2:16][CH2:17][CH2:18][NH:19][C:20](=[O:29])[C:21]1[CH:26]=[C:25]([CH3:27])[CH:24]=[CH:23][C:22]=1[O:28][CH2:31][CH2:32][O:33][CH2:34][CH2:35][OH:36])[CH2:7][CH2:6]2, predict the reactants needed to synthesize it. The reactants are: [CH3:1][O:2][C:3]1[CH:4]=[C:5]2[C:10](=[CH:11][C:12]=1[O:13][CH3:14])[CH2:9][N:8]([CH2:15][CH2:16][CH2:17][CH2:18][NH:19][C:20](=[O:29])[C:21]1[CH:26]=[C:25]([CH3:27])[CH:24]=[CH:23][C:22]=1[OH:28])[CH2:7][CH2:6]2.Cl[CH2:31][CH2:32][O:33][CH2:34][CH2:35][OH:36].C(=O)([O-])[O-].[K+].[K+]. (6) Given the product [Cl:1][C:2]1[CH:3]=[CH:4][C:5]([C:8]2[N:9]([CH2:27][C:28]([N:34]3[CH2:39][CH2:38][O:37][CH2:36][CH2:35]3)=[O:29])[C:10]3[C:15]([C:16]=2[CH:17]2[CH2:22][CH2:21][CH2:20][CH2:19][CH2:18]2)=[CH:14][CH:13]=[C:12]([C:23]([OH:25])=[O:24])[CH:11]=3)=[CH:6][CH:7]=1, predict the reactants needed to synthesize it. The reactants are: [Cl:1][C:2]1[CH:7]=[CH:6][C:5]([C:8]2[N:9]([CH2:27][C:28](O)=[O:29])[C:10]3[C:15]([C:16]=2[CH:17]2[CH2:22][CH2:21][CH2:20][CH2:19][CH2:18]2)=[CH:14][CH:13]=[C:12]([C:23]([O:25]C)=[O:24])[CH:11]=3)=[CH:4][CH:3]=1.N=C=N.[NH:34]1[CH2:39][CH2:38][O:37][CH2:36][CH2:35]1.B(Br)(Br)Br. (7) Given the product [O:21]=[C:6]1[C:7]2[C:8](=[N:9][CH:10]=[C:11]([C:13]3[CH:18]=[CH:17][CH:16]=[CH:15][CH:14]=3)[CH:12]=2)[CH:19]=[CH:20][C:4]2[CH:3]=[C:2]([NH:1][C:25](=[O:26])[O:27][CH2:28][CH3:29])[CH:23]=[CH:22][C:5]1=2, predict the reactants needed to synthesize it. The reactants are: [NH2:1][C:2]1[CH:23]=[CH:22][C:5]2[C:6](=[O:21])[C:7]3[C:8]([CH:19]=[CH:20][C:4]=2[CH:3]=1)=[N:9][CH:10]=[C:11]([C:13]1[CH:18]=[CH:17][CH:16]=[CH:15][CH:14]=1)[CH:12]=3.Cl[C:25]([O:27][CH2:28][CH3:29])=[O:26].